From a dataset of Forward reaction prediction with 1.9M reactions from USPTO patents (1976-2016). Predict the product of the given reaction. (1) Given the reactants Br[C:2]1[CH:3]=[N:4][CH:5]=[C:6]([Br:10])[C:7]=1[CH:8]=O.[C:11](=O)([O-])[O-].[Cs+].[Cs+].C[CH:18]([SH:22])[C:19]([O-:21])=[O:20], predict the reaction product. The product is: [CH3:11][O:21][C:19]([C:18]1[S:22][C:2]2=[CH:3][N:4]=[CH:5][C:6]([Br:10])=[C:7]2[CH:8]=1)=[O:20]. (2) Given the reactants [F:1][C:2]1[CH:7]=[CH:6][C:5]([CH:8](C(OC)=O)[C:9]([O:11]C)=[O:10])=[C:4]([N+:17]([O-:19])=[O:18])[CH:3]=1, predict the reaction product. The product is: [F:1][C:2]1[CH:7]=[CH:6][C:5]([CH2:8][C:9]([OH:11])=[O:10])=[C:4]([N+:17]([O-:19])=[O:18])[CH:3]=1. (3) Given the reactants [CH2:1]([O:4][N:5]([C:16]([CH3:19])([CH3:18])[CH3:17])[C:6]([CH3:15])([CH3:14])[C:7]([NH:9][C:10]([CH3:13])([CH3:12])[CH3:11])=[O:8])[CH:2]=[CH2:3].C(N(C(C)(C)C(NC(C)(C)C)=O)O)(C)(C)C.C(Br)C#C, predict the reaction product. The product is: [CH2:1]([O:4][N:5]([C:16]([CH3:19])([CH3:18])[CH3:17])[C:6]([CH3:15])([CH3:14])[C:7]([NH:9][C:10]([CH3:12])([CH3:11])[CH3:13])=[O:8])[C:2]#[CH:3]. (4) Given the reactants [CH3:1][O:2][C:3]1[CH:12]=[CH:11][C:6]([C:7](OC)=[O:8])=[CH:5][N:4]=1.[H-].[Al+3].[Li+].[H-].[H-].[H-].C(C(C(C([O-])=O)O)O)([O-])=O.[Na+].[K+], predict the reaction product. The product is: [CH3:1][O:2][C:3]1[N:4]=[CH:5][C:6]([CH2:7][OH:8])=[CH:11][CH:12]=1.